This data is from NCI-60 drug combinations with 297,098 pairs across 59 cell lines. The task is: Regression. Given two drug SMILES strings and cell line genomic features, predict the synergy score measuring deviation from expected non-interaction effect. (1) Drug 1: CCC1(CC2CC(C3=C(CCN(C2)C1)C4=CC=CC=C4N3)(C5=C(C=C6C(=C5)C78CCN9C7C(C=CC9)(C(C(C8N6C)(C(=O)OC)O)OC(=O)C)CC)OC)C(=O)OC)O.OS(=O)(=O)O. Drug 2: COCCOC1=C(C=C2C(=C1)C(=NC=N2)NC3=CC=CC(=C3)C#C)OCCOC.Cl. Cell line: HS 578T. Synergy scores: CSS=-1.16, Synergy_ZIP=-0.453, Synergy_Bliss=-1.71, Synergy_Loewe=-2.90, Synergy_HSA=-3.49. (2) Drug 1: C1=CC(=CC=C1CCC2=CNC3=C2C(=O)NC(=N3)N)C(=O)NC(CCC(=O)O)C(=O)O. Drug 2: CC1=C(C(=CC=C1)Cl)NC(=O)C2=CN=C(S2)NC3=CC(=NC(=N3)C)N4CCN(CC4)CCO. Cell line: LOX IMVI. Synergy scores: CSS=47.7, Synergy_ZIP=-4.84, Synergy_Bliss=-6.47, Synergy_Loewe=-14.1, Synergy_HSA=-3.88. (3) Drug 1: CC(CN1CC(=O)NC(=O)C1)N2CC(=O)NC(=O)C2. Drug 2: C1=CC(=CC=C1C#N)C(C2=CC=C(C=C2)C#N)N3C=NC=N3. Cell line: CAKI-1. Synergy scores: CSS=22.7, Synergy_ZIP=-8.38, Synergy_Bliss=-5.39, Synergy_Loewe=-3.30, Synergy_HSA=-2.73. (4) Drug 1: C1=CC(=CC=C1CCCC(=O)O)N(CCCl)CCCl. Drug 2: CC1=C(N=C(N=C1N)C(CC(=O)N)NCC(C(=O)N)N)C(=O)NC(C(C2=CN=CN2)OC3C(C(C(C(O3)CO)O)O)OC4C(C(C(C(O4)CO)O)OC(=O)N)O)C(=O)NC(C)C(C(C)C(=O)NC(C(C)O)C(=O)NCCC5=NC(=CS5)C6=NC(=CS6)C(=O)NCCC[S+](C)C)O. Cell line: CAKI-1. Synergy scores: CSS=56.0, Synergy_ZIP=-3.27, Synergy_Bliss=-3.61, Synergy_Loewe=0.759, Synergy_HSA=2.53. (5) Drug 1: CC1=C(C=C(C=C1)NC2=NC=CC(=N2)N(C)C3=CC4=NN(C(=C4C=C3)C)C)S(=O)(=O)N.Cl. Drug 2: CC1=C2C(C(=O)C3(C(CC4C(C3C(C(C2(C)C)(CC1OC(=O)C(C(C5=CC=CC=C5)NC(=O)OC(C)(C)C)O)O)OC(=O)C6=CC=CC=C6)(CO4)OC(=O)C)OC)C)OC. Cell line: K-562. Synergy scores: CSS=76.2, Synergy_ZIP=14.2, Synergy_Bliss=11.9, Synergy_Loewe=3.31, Synergy_HSA=13.6. (6) Drug 1: C1CCN(CC1)CCOC2=CC=C(C=C2)C(=O)C3=C(SC4=C3C=CC(=C4)O)C5=CC=C(C=C5)O. Drug 2: C(=O)(N)NO. Cell line: NCI/ADR-RES. Synergy scores: CSS=5.55, Synergy_ZIP=0.340, Synergy_Bliss=2.32, Synergy_Loewe=-0.354, Synergy_HSA=0.596.